The task is: Predict the reactants needed to synthesize the given product.. This data is from Full USPTO retrosynthesis dataset with 1.9M reactions from patents (1976-2016). Given the product [CH2:22]([Sn:17]([CH2:13][CH2:14][CH2:15][CH3:16])([CH2:18][CH2:19][CH2:20][CH3:21])[S:5][C:2]([CH3:4])([CH3:3])[CH3:1])[CH2:23][CH2:24][CH3:25], predict the reactants needed to synthesize it. The reactants are: [CH3:1][C:2]([SH:5])([CH3:4])[CH3:3].C(N(CC)CC)C.[CH2:13]([Sn:17](Cl)([CH2:22][CH2:23][CH2:24][CH3:25])[CH2:18][CH2:19][CH2:20][CH3:21])[CH2:14][CH2:15][CH3:16].